From a dataset of NCI-60 drug combinations with 297,098 pairs across 59 cell lines. Regression. Given two drug SMILES strings and cell line genomic features, predict the synergy score measuring deviation from expected non-interaction effect. (1) Drug 1: CN1CCC(CC1)COC2=C(C=C3C(=C2)N=CN=C3NC4=C(C=C(C=C4)Br)F)OC. Cell line: HOP-92. Synergy scores: CSS=15.8, Synergy_ZIP=-4.46, Synergy_Bliss=-2.30, Synergy_Loewe=0.579, Synergy_HSA=0.718. Drug 2: C1=CN(C=N1)CC(O)(P(=O)(O)O)P(=O)(O)O. (2) Drug 1: COC1=C(C=C2C(=C1)N=CN=C2NC3=CC(=C(C=C3)F)Cl)OCCCN4CCOCC4. Drug 2: COC1=CC(=CC(=C1O)OC)C2C3C(COC3=O)C(C4=CC5=C(C=C24)OCO5)OC6C(C(C7C(O6)COC(O7)C8=CC=CS8)O)O. Cell line: K-562. Synergy scores: CSS=49.0, Synergy_ZIP=1.56, Synergy_Bliss=-0.252, Synergy_Loewe=-10.6, Synergy_HSA=4.50. (3) Drug 1: C1CN1P(=S)(N2CC2)N3CC3. Drug 2: C1CN1C2=NC(=NC(=N2)N3CC3)N4CC4. Cell line: U251. Synergy scores: CSS=35.3, Synergy_ZIP=-1.12, Synergy_Bliss=2.91, Synergy_Loewe=-8.39, Synergy_HSA=4.10. (4) Drug 1: CCC1(CC2CC(C3=C(CCN(C2)C1)C4=CC=CC=C4N3)(C5=C(C=C6C(=C5)C78CCN9C7C(C=CC9)(C(C(C8N6C=O)(C(=O)OC)O)OC(=O)C)CC)OC)C(=O)OC)O.OS(=O)(=O)O. Drug 2: CC1=C(C(=CC=C1)Cl)NC(=O)C2=CN=C(S2)NC3=CC(=NC(=N3)C)N4CCN(CC4)CCO. Cell line: NCI-H226. Synergy scores: CSS=3.41, Synergy_ZIP=-0.595, Synergy_Bliss=1.39, Synergy_Loewe=-0.617, Synergy_HSA=-0.190. (5) Drug 1: C1=NNC2=C1C(=O)NC=N2. Drug 2: COCCOC1=C(C=C2C(=C1)C(=NC=N2)NC3=CC=CC(=C3)C#C)OCCOC.Cl. Cell line: BT-549. Synergy scores: CSS=0.818, Synergy_ZIP=-0.0765, Synergy_Bliss=-1.50, Synergy_Loewe=-4.80, Synergy_HSA=-3.41. (6) Drug 1: COC1=C(C=C2C(=C1)N=CN=C2NC3=CC(=C(C=C3)F)Cl)OCCCN4CCOCC4. Drug 2: C1CC(=O)NC(=O)C1N2C(=O)C3=CC=CC=C3C2=O. Cell line: UO-31. Synergy scores: CSS=24.2, Synergy_ZIP=-4.91, Synergy_Bliss=-1.54, Synergy_Loewe=-10.1, Synergy_HSA=-2.80. (7) Synergy scores: CSS=23.9, Synergy_ZIP=-8.43, Synergy_Bliss=-4.87, Synergy_Loewe=-0.832, Synergy_HSA=-0.388. Drug 1: CCC(=C(C1=CC=CC=C1)C2=CC=C(C=C2)OCCN(C)C)C3=CC=CC=C3.C(C(=O)O)C(CC(=O)O)(C(=O)O)O. Drug 2: N.N.Cl[Pt+2]Cl. Cell line: PC-3. (8) Drug 1: COC1=C(C=C2C(=C1)N=CN=C2NC3=CC(=C(C=C3)F)Cl)OCCCN4CCOCC4. Drug 2: CCC1(C2=C(COC1=O)C(=O)N3CC4=CC5=C(C=CC(=C5CN(C)C)O)N=C4C3=C2)O.Cl. Cell line: NCI-H522. Synergy scores: CSS=49.1, Synergy_ZIP=-3.62, Synergy_Bliss=-1.01, Synergy_Loewe=3.87, Synergy_HSA=6.08. (9) Drug 1: CC(C1=C(C=CC(=C1Cl)F)Cl)OC2=C(N=CC(=C2)C3=CN(N=C3)C4CCNCC4)N. Drug 2: CC(C)NC(=O)C1=CC=C(C=C1)CNNC.Cl. Cell line: SF-268. Synergy scores: CSS=5.12, Synergy_ZIP=1.43, Synergy_Bliss=3.53, Synergy_Loewe=-6.72, Synergy_HSA=-1.48.